Task: Binary Classification. Given a T-cell receptor sequence (or CDR3 region) and an epitope sequence, predict whether binding occurs between them.. Dataset: TCR-epitope binding with 47,182 pairs between 192 epitopes and 23,139 TCRs (1) The epitope is HLVDFQVTI. The TCR CDR3 sequence is CASSLGLRTYEQYF. Result: 1 (the TCR binds to the epitope). (2) The epitope is ALSKGVHFV. The TCR CDR3 sequence is CASSEATEEQYF. Result: 1 (the TCR binds to the epitope). (3) The epitope is KLSYGIATV. The TCR CDR3 sequence is CSVPGREWGYTF. Result: 0 (the TCR does not bind to the epitope). (4) Result: 0 (the TCR does not bind to the epitope). The epitope is NQKLIANQF. The TCR CDR3 sequence is CASSQVLADNEQFF. (5) The epitope is TLDSKTQSL. The TCR CDR3 sequence is CSVGGTSGGKTNNEQFF. Result: 1 (the TCR binds to the epitope). (6) The epitope is EILDITPCSF. The TCR CDR3 sequence is CATSDPLTSGRAEQYF. Result: 1 (the TCR binds to the epitope). (7) The epitope is FLNGSCGSV. The TCR CDR3 sequence is CASSLVASDTTGELFF. Result: 1 (the TCR binds to the epitope). (8) The epitope is KAFSPEVIPMF. The TCR CDR3 sequence is CASSLSLAGESGELFF. Result: 0 (the TCR does not bind to the epitope). (9) The epitope is FTISVTTEIL. The TCR CDR3 sequence is CASSYDWDEDTIYF. Result: 1 (the TCR binds to the epitope).